This data is from Reaction yield outcomes from USPTO patents with 853,638 reactions. The task is: Predict the reaction yield, written as a fraction of the theoretical maximum amount of product (1.0 means a 100% yield; for example, 0.34 means a 34% yield). (1) The reactants are C([O:3][C:4](=[O:33])[CH:5]([C:26]1[CH:27]=[C:28]([CH3:32])[CH:29]=[CH:30][CH:31]=1)[CH2:6][C:7]1[CH:11]=[C:10]([C:12]2[CH:17]=[CH:16][C:15](Br)=[CH:14][CH:13]=2)[N:9]([C:19]2[CH:24]=[CH:23][C:22]([CH3:25])=[CH:21][CH:20]=2)[N:8]=1)C.C[NH:35][C@@H:36]1[CH2:41]CCC[C@H]1NC.C([O-])([O-])=[O:45].[K+].[K+].CNC=O.[Li+].[OH-]. The catalyst is O1CCOCC1.[Cu]I.C1COCC1.O. The product is [C:36]([NH:35][C:15]1[CH:16]=[CH:17][C:12]([C:10]2[N:9]([C:19]3[CH:20]=[CH:21][C:22]([CH3:25])=[CH:23][CH:24]=3)[N:8]=[C:7]([CH2:6][CH:5]([C:26]3[CH:27]=[C:28]([CH3:32])[CH:29]=[CH:30][CH:31]=3)[C:4]([OH:3])=[O:33])[CH:11]=2)=[CH:13][CH:14]=1)(=[O:45])[CH3:41]. The yield is 0.500. (2) The reactants are [CH3:1][O:2][C:3](=[O:16])[C:4]1[CH:9]=[C:8]([F:10])[CH:7]=[C:6]([N+:11]([O-:13])=[O:12])[C:5]=1[CH2:14]Br.CN(C)C=O.[N-:22]=[N+:23]=[N-:24].[Na+]. The catalyst is O. The product is [CH3:1][O:2][C:3](=[O:16])[C:4]1[CH:9]=[C:8]([F:10])[CH:7]=[C:6]([N+:11]([O-:13])=[O:12])[C:5]=1[CH2:14][N:22]=[N+:23]=[N-:24]. The yield is 0.958. (3) The reactants are [F:1][C:2]1([F:40])[O:6][C:5]2[CH:7]=[CH:8][C:9]([C:11]3([C:14]([NH:16][C:17]4[N:18]=[C:19]([C:27]5[CH:28]=[C:29]([CH:37]=[CH:38][CH:39]=5)[C:30]([O:32]C(C)(C)C)=[O:31])[C:20]5[C:25]([CH:26]=4)=[CH:24][CH:23]=[CH:22][CH:21]=5)=[O:15])[CH2:13][CH2:12]3)=[CH:10][C:4]=2[O:3]1. The catalyst is ClCCl.FC(F)(F)C(O)=O. The product is [F:40][C:2]1([F:1])[O:6][C:5]2[CH:7]=[CH:8][C:9]([C:11]3([C:14]([NH:16][C:17]4[N:18]=[C:19]([C:27]5[CH:28]=[C:29]([CH:37]=[CH:38][CH:39]=5)[C:30]([OH:32])=[O:31])[C:20]5[C:25]([CH:26]=4)=[CH:24][CH:23]=[CH:22][CH:21]=5)=[O:15])[CH2:12][CH2:13]3)=[CH:10][C:4]=2[O:3]1. The yield is 0.750. (4) The reactants are C(NC(C)C)(C)C.[Li]CCCC.[CH2:13]([N:20]1[C:24]([CH3:26])([CH3:25])[CH2:23][CH2:22][C:21]1=[O:27])[C:14]1[CH:19]=[CH:18][CH:17]=[CH:16][CH:15]=1.[C:28](=O)([O:31]C)[O:29][CH3:30]. The catalyst is C1COCC1. The product is [CH2:13]([N:20]1[C:24]([CH3:25])([CH3:26])[CH2:23][CH:22]([C:28]([O:29][CH3:30])=[O:31])[C:21]1=[O:27])[C:14]1[CH:19]=[CH:18][CH:17]=[CH:16][CH:15]=1. The yield is 0.400. (5) The product is [CH3:1][O:2][C:3]1[CH:4]=[C:5]2[C:10](=[CH:11][C:12]=1[O:13][CH3:14])[N:9]=[CH:8][CH:7]=[C:6]2[O:15][C:16]1[CH:22]=[CH:21][C:19]([NH:20][C:27](=[O:33])[O:26][CH2:24][CH2:41][CH2:40][CH2:39][CH2:38][CH2:37][N:36]([CH3:44])[CH3:35])=[CH:18][CH:17]=1. The reactants are [CH3:1][O:2][C:3]1[CH:4]=[C:5]2[C:10](=[CH:11][C:12]=1[O:13][CH3:14])[N:9]=[CH:8][CH:7]=[C:6]2[O:15][C:16]1[CH:22]=[CH:21][C:19]([NH2:20])=[CH:18][CH:17]=1.Cl[C:24](Cl)([O:26][C:27](=[O:33])OC(Cl)(Cl)Cl)Cl.[CH3:35][N:36]([CH3:44])[CH2:37][CH2:38][CH2:39][CH2:40][CH2:41]CO.C(=O)(O)[O-].[Na+]. The yield is 0.340. The catalyst is C(Cl)Cl.C(N(CC)CC)C.C1(C)C=CC=CC=1.